From a dataset of Reaction yield outcomes from USPTO patents with 853,638 reactions. Predict the reaction yield, written as a fraction of the theoretical maximum amount of product (1.0 means a 100% yield; for example, 0.34 means a 34% yield). The reactants are [CH3:1][C:2]1[N:3]=[CH:4][S:5][CH:6]=1.[Li]CCCC.B.Cl[C:14]1[C:15]2[N:23]=[N:22][N:21]([CH2:24][C:25]3[CH:30]=[CH:29][CH:28]=[C:27]([CH2:31][O:32][CH3:33])[N:26]=3)[C:16]=2[N:17]=[C:18]([NH2:20])[N:19]=1. The catalyst is C1COCC1.C1C=CC([P]([Pd]([P](C2C=CC=CC=2)(C2C=CC=CC=2)C2C=CC=CC=2)([P](C2C=CC=CC=2)(C2C=CC=CC=2)C2C=CC=CC=2)[P](C2C=CC=CC=2)(C2C=CC=CC=2)C2C=CC=CC=2)(C2C=CC=CC=2)C2C=CC=CC=2)=CC=1. The product is [CH3:33][O:32][CH2:31][C:27]1[N:26]=[C:25]([CH2:24][N:21]2[C:16]3[N:17]=[C:18]([NH2:20])[N:19]=[C:14]([C:4]4[S:5][CH:6]=[C:2]([CH3:1])[N:3]=4)[C:15]=3[N:23]=[N:22]2)[CH:30]=[CH:29][CH:28]=1. The yield is 0.130.